This data is from Reaction yield outcomes from USPTO patents with 853,638 reactions. The task is: Predict the reaction yield, written as a fraction of the theoretical maximum amount of product (1.0 means a 100% yield; for example, 0.34 means a 34% yield). (1) The reactants are [Cl:1][C:2]1[C:3]([CH2:14][CH3:15])=[C:4]([Cl:13])[C:5]2[O:10][CH2:9][C:8](=[O:11])[NH:7][C:6]=2[CH:12]=1.C([O-])([O-])=O.[Cs+].[Cs+].[Cl:22][CH2:23][CH2:24][CH2:25]I. The catalyst is CCCCCCC.CCOC(C)=O. The product is [Cl:1][C:2]1[C:3]([CH2:14][CH3:15])=[C:4]([Cl:13])[C:5]2[O:10][CH2:9][C:8](=[O:11])[N:7]([CH2:25][CH2:24][CH2:23][Cl:22])[C:6]=2[CH:12]=1. The yield is 0.670. (2) The reactants are [H-].[H-].[H-].[H-].[Li+].[Al+3].[CH:7]1([CH2:12][N:13]([CH2:26][CH3:27])[C:14]2[C:23]([C:24]#[N:25])=[CH:22][C:21]3[CH2:20][CH2:19][CH2:18][CH2:17][C:16]=3[N:15]=2)[CH2:11][CH2:10][CH2:9][CH2:8]1. The catalyst is C1COCC1. The product is [NH2:25][CH2:24][C:23]1[C:14]([N:13]([CH2:12][CH:7]2[CH2:11][CH2:10][CH2:9][CH2:8]2)[CH2:26][CH3:27])=[N:15][C:16]2[CH2:17][CH2:18][CH2:19][CH2:20][C:21]=2[CH:22]=1. The yield is 0.650. (3) The reactants are F[C:2]1[CH:9]=[CH:8][C:7]([F:10])=[CH:6][C:3]=1[C:4]#[N:5].[CH2:11]([O:13][C:14](=[O:17])[CH2:15][OH:16])[CH3:12].C([O-])([O-])=O.[K+].[K+]. The catalyst is CN(C=O)C.[OH-].[Na+]. The product is [CH2:11]([O:13][C:14]([C:15]1[O:16][C:2]2[CH:9]=[CH:8][C:7]([F:10])=[CH:6][C:3]=2[C:4]=1[NH2:5])=[O:17])[CH3:12]. The yield is 0.210. (4) The product is [Br:20][C:17]1[CH:16]=[C:3]([C:4]2[O:15][C:8]([C:9]3[CH:14]=[CH:13][CH:12]=[CH:11][CH:10]=3)=[N:7][N:6]=2)[C:2]([NH2:1])=[N:19][CH:18]=1. The yield is 0.720. The reactants are [NH2:1][C:2]1[N:19]=[CH:18][C:17]([Br:20])=[CH:16][C:3]=1[C:4]([NH:6][NH:7][C:8](=[O:15])[C:9]1[CH:14]=[CH:13][CH:12]=[CH:11][CH:10]=1)=O.[OH-].[Na+]. The catalyst is O. (5) The reactants are [F:1][C:2]1[CH:3]=[CH:4][C:5]([NH:8][NH2:9])=[N:6][CH:7]=1.[CH3:10][C:11]([N:16]1[CH2:20][CH2:19][CH2:18][CH2:17]1)([CH3:15])[C:12](O)=[O:13].C(Cl)CCl.C1C=CC2N(O)N=NC=2C=1.O. The catalyst is CN(C=O)C. The product is [F:1][C:2]1[CH:3]=[CH:4][C:5]([NH:8][NH:9][C:12](=[O:13])[C:11]([CH3:15])([N:16]2[CH2:20][CH2:19][CH2:18][CH2:17]2)[CH3:10])=[N:6][CH:7]=1. The yield is 0.620. (6) The reactants are O.NN.[Cl:4][C:5]1[CH:6]=[C:7]([C:13](=O)[C:14]([OH:16])=[O:15])[CH:8]=[CH:9][C:10]=1[S:11][CH3:12].[OH-].[K+].Cl. The catalyst is O. The product is [Cl:4][C:5]1[CH:6]=[C:7]([CH2:13][C:14]([OH:16])=[O:15])[CH:8]=[CH:9][C:10]=1[S:11][CH3:12]. The yield is 0.890. (7) The reactants are [NH2:1][C@H:2]([C:6]([OH:8])=[O:7])[CH:3]([CH3:5])[CH3:4].[OH-].[Na+].[C:11]1([CH2:17][C:18](Cl)=[O:19])[CH:16]=[CH:15][CH:14]=[CH:13][CH:12]=1. No catalyst specified. The yield is 0.690. The product is [CH3:4][CH:3]([CH2:2][CH3:6])[CH2:5][O:7][C:6](=[O:8])[C@H:2]([CH:3]([CH3:5])[CH3:4])[NH:1][C:18](=[O:19])[CH2:17][C:11]1[CH:16]=[CH:15][CH:14]=[CH:13][CH:12]=1. (8) The yield is 0.170. The product is [NH2:1][C:4]1[N:5]=[CH:6][C:7]([CH2:13][P:14](=[O:21])([O:18][CH2:19][CH3:20])[O:15][CH2:16][CH3:17])=[CH:8][C:9]=1[O:10][CH3:11]. The catalyst is CS(C)=O. The reactants are [N+:1]([C:4]1[C:9]([O:10][CH3:11])=[CH:8][CH:7]=[CH:6][N:5]=1)([O-])=O.Cl[CH2:13][P:14](=[O:21])([O:18][CH2:19][CH3:20])[O:15][CH2:16][CH3:17].C(O[Na])(C)(C)C.Cl. (9) The reactants are [CH3:1][O:2][C:3]1[CH:8]=[CH:7][C:6]([N+:9]([O-:11])=[O:10])=[CH:5][C:4]=1[C:12]1[N:16]([CH3:17])[N:15]=[CH:14][CH:13]=1.[Cl:18]N1C(=O)CCC1=O.O. The catalyst is CN(C=O)C. The product is [Cl:18][C:13]1[CH:14]=[N:15][N:16]([CH3:17])[C:12]=1[C:4]1[CH:5]=[C:6]([N+:9]([O-:11])=[O:10])[CH:7]=[CH:8][C:3]=1[O:2][CH3:1]. The yield is 0.890.